This data is from Retrosynthesis with 50K atom-mapped reactions and 10 reaction types from USPTO. The task is: Predict the reactants needed to synthesize the given product. (1) Given the product COc1ccc(C(=O)Nc2ccc(C(C)(C)CNC(=O)c3ccccc3OC)cc2)cc1OC, predict the reactants needed to synthesize it. The reactants are: COc1ccc(C(=O)Nc2ccc(C(C)(C)CN)cc2)cc1OC.COc1ccccc1C(=O)O. (2) The reactants are: CC(=O)OC(C)=O.Nc1ccccc1-c1ccc(Cl)cc1. Given the product CC(=O)Nc1ccccc1-c1ccc(Cl)cc1, predict the reactants needed to synthesize it.